Dataset: Reaction yield outcomes from USPTO patents with 853,638 reactions. Task: Predict the reaction yield, written as a fraction of the theoretical maximum amount of product (1.0 means a 100% yield; for example, 0.34 means a 34% yield). (1) The reactants are [Br:1][C:2]1[CH:3]=[C:4]2[C:8](=[CH:9][CH:10]=1)[NH:7][C:6](=[O:11])[CH2:5]2.[CH2:12]([N:14]([CH2:34][CH3:35])[CH2:15][CH2:16][CH2:17][NH:18][C:19]([C:21]1[C:25]([CH:26]([CH3:28])[CH3:27])=[C:24]([CH:29]=O)[NH:23][C:22]=1[CH:31]([CH3:33])[CH3:32])=[O:20])[CH3:13]. No catalyst specified. The product is [CH2:34]([N:14]([CH2:12][CH3:13])[CH2:15][CH2:16][CH2:17][NH:18][C:19]([C:21]1[C:25]([CH:26]([CH3:28])[CH3:27])=[C:24]([CH:29]=[C:5]2[C:4]3[C:8](=[CH:9][CH:10]=[C:2]([Br:1])[CH:3]=3)[NH:7][C:6]2=[O:11])[NH:23][C:22]=1[CH:31]([CH3:33])[CH3:32])=[O:20])[CH3:35]. The yield is 0.250. (2) The reactants are [CH3:1][O:2][C:3]1[C:12]([NH:13][C:14](=[O:18])OCC)=[N:11][C:10]2[C:5](=[CH:6][CH:7]=[C:8]([CH3:19])[CH:9]=2)[N:4]=1.[N+:20]([C:23]1[CH:28]=[CH:27][C:26]([N:29]2[CH2:34][CH2:33][NH:32][CH2:31][CH2:30]2)=[CH:25][CH:24]=1)([O-:22])=[O:21]. No catalyst specified. The product is [CH3:1][O:2][C:3]1[C:12]([NH:13][C:14]([N:32]2[CH2:33][CH2:34][N:29]([C:26]3[CH:25]=[CH:24][C:23]([N+:20]([O-:22])=[O:21])=[CH:28][CH:27]=3)[CH2:30][CH2:31]2)=[O:18])=[N:11][C:10]2[C:5](=[CH:6][CH:7]=[C:8]([CH3:19])[CH:9]=2)[N:4]=1. The yield is 0.860.